From a dataset of Reaction yield outcomes from USPTO patents with 853,638 reactions. Predict the reaction yield, written as a fraction of the theoretical maximum amount of product (1.0 means a 100% yield; for example, 0.34 means a 34% yield). (1) The reactants are [CH:1]12[CH2:14][CH:11]([CH2:12][CH2:13]1)[C:10]1[CH:9]=[C:8]3[N:3]([CH2:4][CH2:5][NH:6][C:7]3=[O:15])[C:2]2=1.[C:16]([O:19][CH2:20][C:21]1[C:26]([Br:27])=[CH:25][C:24]([F:28])=[CH:23][C:22]=1Br)(=[O:18])[CH3:17].C(=O)([O-])[O-].[Cs+].[Cs+].CC1(C)C2C(=C(P(C3C=CC=CC=3)C3C=CC=CC=3)C=CC=2)OC2C(P(C3C=CC=CC=3)C3C=CC=CC=3)=CC=CC1=2. The catalyst is O1CCOCC1.C1C=CC(/C=C/C(/C=C/C2C=CC=CC=2)=O)=CC=1.C1C=CC(/C=C/C(/C=C/C2C=CC=CC=2)=O)=CC=1.C1C=CC(/C=C/C(/C=C/C2C=CC=CC=2)=O)=CC=1.[Pd].[Pd]. The product is [C:16]([O:19][CH2:20][C:21]1[C:22]([N:6]2[C:7](=[O:15])[C:8]3[N:3]([C:2]4[CH:1]5[CH2:14][CH:11]([C:10]=4[CH:9]=3)[CH2:12][CH2:13]5)[CH2:4][CH2:5]2)=[CH:23][C:24]([F:28])=[CH:25][C:26]=1[Br:27])(=[O:18])[CH3:17]. The yield is 0.720. (2) The reactants are [N:1](OC(C)(C)C)=[O:2].Cl.O1CCOCC1.[F:15][C:16]1[CH:17]=[CH:18][C:19]2[C:28]([OH:29])=[CH:27][C:26]3[N:25]=[CH:24][N:23]=[C:22]([O:30][CH3:31])[C:21]=3[C:20]=2[CH:32]=1. The catalyst is CN(C=O)C.O. The product is [F:15][C:16]1[CH:17]=[CH:18][C:19]2[C:28](=[O:29])[C:27](=[N:1][OH:2])[C:26]3[N:25]=[CH:24][N:23]=[C:22]([O:30][CH3:31])[C:21]=3[C:20]=2[CH:32]=1. The yield is 0.900. (3) The reactants are C(N(CC)CC)C.Cl.[CH3:9][O:10][C:11]1[CH:16]=[CH:15][C:14]([NH:17][NH2:18])=[CH:13][CH:12]=1.[C:19](O[C:19]([O:21][C:22]([CH3:25])([CH3:24])[CH3:23])=[O:20])([O:21][C:22]([CH3:25])([CH3:24])[CH3:23])=[O:20]. The catalyst is CO. The product is [C:22]([O:21][C:19]([NH:18][NH:17][C:14]1[CH:15]=[CH:16][C:11]([O:10][CH3:9])=[CH:12][CH:13]=1)=[O:20])([CH3:25])([CH3:24])[CH3:23]. The yield is 0.580. (4) The reactants are [C:1]([C:3]1[CH:4]=[C:5]([CH:10]=[CH:11][C:12]=1[OH:13])[C:6]([O:8][CH3:9])=[O:7])#[N:2].[C:14]([O-])([O-])=O.[K+].[K+].BrCC(O[CH2:25][CH3:26])=O. The catalyst is CN(C=O)C.O. The product is [C:1]([C:3]1[CH:4]=[C:5]([CH:10]=[CH:11][C:12]=1[O:13][CH:25]([CH3:26])[CH3:14])[C:6]([O:8][CH3:9])=[O:7])#[N:2]. The yield is 0.910. (5) The reactants are Cl[C:2]1[CH:9]=[CH:8][C:5]([C:6]#[N:7])=[CH:4][CH:3]=1.[F:10][C:11]([F:22])([F:21])[C:12]1[CH:17]=[CH:16][C:15](B(O)O)=[CH:14][CH:13]=1.[F-].[K+]. The catalyst is C1COCC1. The product is [F:10][C:11]([F:22])([F:21])[C:12]1[CH:17]=[CH:16][C:15]([C:2]2[CH:9]=[CH:8][C:5]([C:6]#[N:7])=[CH:4][CH:3]=2)=[CH:14][CH:13]=1. The yield is 0.960.